From a dataset of Full USPTO retrosynthesis dataset with 1.9M reactions from patents (1976-2016). Predict the reactants needed to synthesize the given product. (1) Given the product [Br:13][C:8]1[CH:7]=[CH:6][C:5]2[O:1][CH:2]([C:10]([OH:12])=[O:11])[CH2:3][C:4]=2[CH:9]=1, predict the reactants needed to synthesize it. The reactants are: [O:1]1[C:5]2[CH:6]=[CH:7][CH:8]=[CH:9][C:4]=2[CH2:3][CH:2]1[C:10]([OH:12])=[O:11].[Br:13]Br. (2) Given the product [CH3:10][O:11][C:12](=[O:21])[C:13]1[CH:18]=[C:17]([CH3:19])[CH:16]=[C:15]([N+:1]([O-:4])=[O:2])[C:14]=1[CH3:20], predict the reactants needed to synthesize it. The reactants are: [N+:1]([O-:4])(O)=[O:2].OS(O)(=O)=O.[CH3:10][O:11][C:12](=[O:21])[C:13]1[CH:18]=[C:17]([CH3:19])[CH:16]=[CH:15][C:14]=1[CH3:20]. (3) Given the product [N:19]1([CH2:24][C:25]2[CH:30]=[CH:29][C:28]([C:31]3[N:32]=[C:16]([C:10]4[CH:9]=[N:8][N:7]([CH:1]5[CH2:2][CH2:3][CH2:4][CH2:5][CH2:6]5)[C:11]=4[CH2:12][CH2:13][O:14][CH3:15])[O:18][N:33]=3)=[CH:27][CH:26]=2)[CH:23]=[N:22][CH:21]=[N:20]1, predict the reactants needed to synthesize it. The reactants are: [CH:1]1([N:7]2[C:11]([CH2:12][CH2:13][O:14][CH3:15])=[C:10]([C:16]([OH:18])=O)[CH:9]=[N:8]2)[CH2:6][CH2:5][CH2:4][CH2:3][CH2:2]1.[N:19]1([CH2:24][C:25]2[CH:30]=[CH:29][C:28]([C:31](=[N:33]O)[NH2:32])=[CH:27][CH:26]=2)[CH:23]=[N:22][CH:21]=[N:20]1. (4) Given the product [CH3:35][C:33]1[CH:34]=[C:29]([NH:17][C:18]2[N:23]=[C:22]([C:24]3[N:25]=[C:26]([CH2:41][OH:42])[S:27][CH:28]=3)[CH:21]=[CH:20][N:19]=2)[CH:30]=[C:31]([CH3:36])[CH:32]=1, predict the reactants needed to synthesize it. The reactants are: [Li+].C[Si]([N-][Si](C)(C)C)(C)C.C(OC(=O)[N:17]([C:29]1[CH:34]=[C:33]([CH3:35])[CH:32]=[C:31]([CH3:36])[CH:30]=1)[C:18]1[N:23]=[C:22]([C:24]2[N:25]=[CH:26][S:27][CH:28]=2)[CH:21]=[CH:20][N:19]=1)(C)(C)C.CN([CH:41]=[O:42])C.[BH4-].[Na+]. (5) Given the product [CH2:38]([C:35]1[CH:36]=[N:37][C:32]([N:29]2[CH2:30][CH2:31][CH:26]([CH2:25][O:24][CH:22]3[CH2:23][N:20]([C:5]4[N:6]=[CH:7][C:8]5[CH2:14][N:13]([S:15]([CH3:18])(=[O:17])=[O:16])[CH2:12][CH2:11][C:9]=5[N:10]=4)[CH2:21]3)[CH2:27][CH2:28]2)=[N:33][CH:34]=1)[CH3:39], predict the reactants needed to synthesize it. The reactants are: CS([C:5]1[N:6]=[CH:7][C:8]2[CH2:14][N:13]([S:15]([CH3:18])(=[O:17])=[O:16])[CH2:12][CH2:11][C:9]=2[N:10]=1)(=O)=O.Cl.[NH:20]1[CH2:23][CH:22]([O:24][CH2:25][CH:26]2[CH2:31][CH2:30][N:29]([C:32]3[N:37]=[CH:36][C:35]([CH2:38][CH3:39])=[CH:34][N:33]=3)[CH2:28][CH2:27]2)[CH2:21]1.C(N(C(C)C)C(C)C)C. (6) Given the product [NH2:32][C@H:29]1[CH2:30][CH2:31][C@H:26]([NH:25][C:13]2[C:12]3[C:17](=[CH:18][CH:19]=[C:10]([C:8]4[CH:7]=[CH:6][C:5]5[NH:1][CH:2]=[N:3][C:4]=5[CH:9]=4)[CH:11]=3)[N:16]=[CH:15][C:14]=2[C:20]([CH:22]2[CH2:23][CH2:24]2)=[O:21])[CH2:27][CH2:28]1, predict the reactants needed to synthesize it. The reactants are: [NH:1]1[C:5]2[CH:6]=[CH:7][C:8]([C:10]3[CH:11]=[C:12]4[C:17](=[CH:18][CH:19]=3)[N:16]=[CH:15][C:14]([C:20]([CH:22]3[CH2:24][CH2:23]3)=[O:21])=[C:13]4[NH:25][C@H:26]3[CH2:31][CH2:30][C@H:29]([NH:32]C(=O)OC(C)(C)C)[CH2:28][CH2:27]3)=[CH:9][C:4]=2[N:3]=[CH:2]1.C(O)(C(F)(F)F)=O. (7) Given the product [OH:8][C:9]1[CH:10]=[CH:11][C:12]2[CH2:18][CH:17]([NH:19][C:20]([N:22]3[CH2:27][CH2:26][CH:25]([N:28]4[CH2:37][C:36]5[C:31](=[CH:32][CH:33]=[CH:34][CH:35]=5)[NH:30][C:29]4=[O:38])[CH2:24][CH2:23]3)=[O:21])[C:16](=[O:39])[N:15]([CH3:40])[CH2:14][C:13]=2[CH:41]=1, predict the reactants needed to synthesize it. The reactants are: C([O:8][C:9]1[CH:10]=[CH:11][C:12]2[CH2:18][CH:17]([NH:19][C:20]([N:22]3[CH2:27][CH2:26][CH:25]([N:28]4[CH2:37][C:36]5[C:31](=[CH:32][CH:33]=[CH:34][CH:35]=5)[NH:30][C:29]4=[O:38])[CH2:24][CH2:23]3)=[O:21])[C:16](=[O:39])[N:15]([CH3:40])[CH2:14][C:13]=2[CH:41]=1)C1C=CC=CC=1.[H][H]. (8) Given the product [NH2:1][C:2]1[C:7]2[C:8](=[O:28])[N:9]([C:13]3[CH:14]=[CH:15][C:16]([C:30]4[CH:35]=[CH:34][C:33]([S:36]([NH2:39])(=[O:38])=[O:37])=[CH:32][C:31]=4[Cl:40])=[CH:17][CH:18]=3)[CH2:10][CH2:11][O:12][C:6]=2[N:5]=[CH:4][N:3]=1, predict the reactants needed to synthesize it. The reactants are: [NH2:1][C:2]1[C:7]2[C:8](=[O:28])[N:9]([C:13]3[CH:18]=[CH:17][C:16](B4OC(C)(C)C(C)(C)O4)=[CH:15][CH:14]=3)[CH2:10][CH2:11][O:12][C:6]=2[N:5]=[CH:4][N:3]=1.Br[C:30]1[CH:35]=[CH:34][C:33]([S:36]([NH2:39])(=[O:38])=[O:37])=[CH:32][C:31]=1[Cl:40].P([O-])([O-])([O-])=O.[K+].[K+].[K+].CO. (9) Given the product [Cl:1][C:2]1[CH:3]=[C:4]([N:9]2[CH:13]=[CH:12][C:11]([NH:14][CH2:15][CH2:16][N:17]3[CH2:18][CH2:19][O:20][CH2:21][CH2:22]3)=[N:10]2)[CH:5]=[CH:6][C:7]=1[Cl:8], predict the reactants needed to synthesize it. The reactants are: [Cl:1][C:2]1[CH:3]=[C:4]([N:9]2[CH:13]=[CH:12][C:11]([NH:14][C:15](=O)[CH2:16][N:17]3[CH2:22][CH2:21][O:20][CH2:19][CH2:18]3)=[N:10]2)[CH:5]=[CH:6][C:7]=1[Cl:8].CSC.B.O.Cl.